Dataset: Full USPTO retrosynthesis dataset with 1.9M reactions from patents (1976-2016). Task: Predict the reactants needed to synthesize the given product. Given the product [OH:11][C:12]1[CH:19]=[C:18]([OH:20])[CH:17]=[CH:16][C:13]=1[CH:14]=[C:3]1[C:4]2[C:9](=[CH:8][CH:7]=[CH:6][CH:5]=2)[NH:1][C:2]1=[O:10], predict the reactants needed to synthesize it. The reactants are: [N:1]1[C:2](=[O:10])[CH:3]=[C:4]2[C:9]=1[CH:8]=[CH:7][CH:6]=[CH:5]2.[OH:11][C:12]1[CH:19]=[C:18]([OH:20])[CH:17]=[CH:16][C:13]=1[CH:14]=O.